From a dataset of Experimental lipophilicity measurements (octanol/water distribution) for 4,200 compounds from AstraZeneca. Regression/Classification. Given a drug SMILES string, predict its absorption, distribution, metabolism, or excretion properties. Task type varies by dataset: regression for continuous measurements (e.g., permeability, clearance, half-life) or binary classification for categorical outcomes (e.g., BBB penetration, CYP inhibition). For this dataset (lipophilicity_astrazeneca), we predict Y. The compound is O=C(N[C@H]1Cc2ccccc2N(C[C@H](O)CO)C1=O)c1cc2cc(Cl)sc2[nH]1. The Y is 3.27 logD.